The task is: Regression. Given two drug SMILES strings and cell line genomic features, predict the synergy score measuring deviation from expected non-interaction effect.. This data is from NCI-60 drug combinations with 297,098 pairs across 59 cell lines. (1) Drug 1: CC1CCC2CC(C(=CC=CC=CC(CC(C(=O)C(C(C(=CC(C(=O)CC(OC(=O)C3CCCCN3C(=O)C(=O)C1(O2)O)C(C)CC4CCC(C(C4)OC)OCCO)C)C)O)OC)C)C)C)OC. Drug 2: CC12CCC3C(C1CCC2O)C(CC4=C3C=CC(=C4)O)CCCCCCCCCS(=O)CCCC(C(F)(F)F)(F)F. Cell line: NCI-H460. Synergy scores: CSS=11.5, Synergy_ZIP=1.16, Synergy_Bliss=6.90, Synergy_Loewe=5.73, Synergy_HSA=6.62. (2) Drug 1: C1C(C(OC1N2C=C(C(=O)NC2=O)F)CO)O. Drug 2: CC1=C(C=C(C=C1)NC(=O)C2=CC=C(C=C2)CN3CCN(CC3)C)NC4=NC=CC(=N4)C5=CN=CC=C5. Cell line: CAKI-1. Synergy scores: CSS=1.83, Synergy_ZIP=-0.778, Synergy_Bliss=-3.27, Synergy_Loewe=-21.6, Synergy_HSA=-7.78.